From a dataset of Forward reaction prediction with 1.9M reactions from USPTO patents (1976-2016). Predict the product of the given reaction. (1) Given the reactants [C:1](/[CH:3]=[CH:4]/[S:5]([C:8]1[CH:13]=[CH:12][C:11]([C:14]([CH3:19])([CH3:18])[C:15]([OH:17])=O)=[CH:10][CH:9]=1)(=[O:7])=[O:6])#[N:2].[CH3:20][O:21][CH2:22][CH2:23][O:24][C:25]1[CH:26]=[C:27]([NH2:31])[CH:28]=[CH:29][CH:30]=1.Cl.CN(C)CCCN=C=NCC.ON1C2C=CC=CC=2N=N1.C(#N)C, predict the reaction product. The product is: [C:1](/[CH:3]=[CH:4]/[S:5]([C:8]1[CH:9]=[CH:10][C:11]([C:14]([CH3:19])([CH3:18])[C:15]([NH:31][C:27]2[CH:28]=[CH:29][CH:30]=[C:25]([O:24][CH2:23][CH2:22][O:21][CH3:20])[CH:26]=2)=[O:17])=[CH:12][CH:13]=1)(=[O:6])=[O:7])#[N:2]. (2) Given the reactants [Mg].Br[C:3]1[CH:4]=[C:5]([CH2:8][O:9][Si:10]([C:13]([CH3:16])([CH3:15])[CH3:14])([CH3:12])[CH3:11])[S:6][CH:7]=1.[Br:17][C:18]1[CH:19]=[C:20]([CH:23]=[CH:24][CH:25]=1)[CH:21]=[O:22], predict the reaction product. The product is: [Br:17][C:18]1[CH:19]=[C:20]([CH:21]([C:3]2[CH:4]=[C:5]([CH2:8][O:9][Si:10]([C:13]([CH3:16])([CH3:15])[CH3:14])([CH3:12])[CH3:11])[S:6][CH:7]=2)[OH:22])[CH:23]=[CH:24][CH:25]=1.